This data is from Full USPTO retrosynthesis dataset with 1.9M reactions from patents (1976-2016). The task is: Predict the reactants needed to synthesize the given product. (1) Given the product [CH3:18][O:10][C:9](=[O:11])[CH:8]([C:5]1[CH:4]=[CH:3][C:2]([Cl:1])=[CH:7][CH:6]=1)[OH:12], predict the reactants needed to synthesize it. The reactants are: [Cl:1][C:2]1[CH:7]=[CH:6][C:5]([CH:8]([OH:12])[C:9]([OH:11])=[O:10])=[CH:4][CH:3]=1.S(=O)(=O)(O)O.[C:18](=O)([O-])[O-].[Na+].[Na+].C(OCC)C.CCCCCC. (2) Given the product [C:5]([NH:8][C:9]1[CH:18]=[C:17]([F:19])[C:16]([N+:1]([O-:4])=[O:2])=[CH:15][C:10]=1[C:11]([O:13][CH3:14])=[O:12])(=[O:7])[CH3:6], predict the reactants needed to synthesize it. The reactants are: [N+:1]([O-:4])(O)=[O:2].[C:5]([NH:8][C:9]1[CH:18]=[C:17]([F:19])[CH:16]=[CH:15][C:10]=1[C:11]([O:13][CH3:14])=[O:12])(=[O:7])[CH3:6].